Dataset: Forward reaction prediction with 1.9M reactions from USPTO patents (1976-2016). Task: Predict the product of the given reaction. (1) Given the reactants [CH2:1]([N:3]([C:29](=O)[C:30]1[CH:35]=[CH:34][C:33]([OH:36])=[C:32]([F:37])[CH:31]=1)[C:4]1[CH:9]=[C:8]([O:10][CH3:11])[CH:7]=[CH:6][C:5]=1[C@@H:12]1[CH2:21][CH2:20][C:19]2[CH:18]=[C:17]([O:22]C(=O)C(C)(C)C)[CH:16]=[CH:15][C:14]=2[CH2:13]1)[CH3:2].Cl[CH2:40][C:41]([N:43]([CH3:50])[CH2:44][C@@H:45]1[CH2:49][CH2:48][CH2:47][O:46]1)=O, predict the reaction product. The product is: [CH2:1]([N:3]([CH2:29][C:30]1[CH:35]=[CH:34][C:33]([O:36][CH2:40][CH2:41][N:43]([CH3:50])[CH2:44][C@@H:45]2[CH2:49][CH2:48][CH2:47][O:46]2)=[C:32]([F:37])[CH:31]=1)[C:4]1[CH:9]=[C:8]([O:10][CH3:11])[CH:7]=[CH:6][C:5]=1[C@@H:12]1[CH2:21][CH2:20][C:19]2[CH:18]=[C:17]([OH:22])[CH:16]=[CH:15][C:14]=2[CH2:13]1)[CH3:2]. (2) Given the reactants [Cl:1][C:2]1[NH:11][C:10]2[C:9](=[O:12])[N:7]([CH3:8])[C:6](=[O:13])[N:5]([CH3:14])[C:4]=2[N:3]=1.[CH3:15][C:16]1[CH:23]=[CH:22][CH:21]=[CH:20][C:17]=1[CH2:18]Br, predict the reaction product. The product is: [Cl:1][C:2]1[N:11]([CH2:15][C:16]2[CH:23]=[CH:22][CH:21]=[CH:20][C:17]=2[CH3:18])[C:10]2[C:9](=[O:12])[N:7]([CH3:8])[C:6](=[O:13])[N:5]([CH3:14])[C:4]=2[N:3]=1. (3) Given the reactants [CH2:1]([N:8]1[C:17]2[C:12](=[CH:13][C:14]([OH:18])=[CH:15][CH:16]=2)[CH2:11][CH2:10][CH2:9]1)[C:2]1[CH:7]=[CH:6][CH:5]=[CH:4][CH:3]=1.[H-].[Na+].[Br:21][C:22]1[CH:23]=[C:24]([N:28]=[C:29]=[O:30])[CH:25]=[CH:26][CH:27]=1, predict the reaction product. The product is: [CH2:1]([N:8]1[C:17]2[C:12](=[CH:13][C:14]([O:18][C:29](=[O:30])[NH:28][C:24]3[CH:25]=[CH:26][CH:27]=[C:22]([Br:21])[CH:23]=3)=[CH:15][CH:16]=2)[CH2:11][CH2:10][CH2:9]1)[C:2]1[CH:3]=[CH:4][CH:5]=[CH:6][CH:7]=1. (4) Given the reactants [CH3:1][C:2]1([CH3:36])[CH2:6][C:5]2([CH2:11][CH2:10][CH2:9][N:8]([CH:12]3[CH2:17][CH2:16][N:15]([C:18]([C:20]4[C:24]5[CH:25]=[CH:26][CH:27]=[CH:28][C:23]=5[S:22][C:21]=4[NH:29][C:30]([NH:32][CH2:33][CH3:34])=[O:31])=[O:19])[CH2:14][CH2:13]3)[CH2:7]2)[C:4](=[O:35])[O:3]1.C(OCC)(=O)C.[ClH:43], predict the reaction product. The product is: [ClH:43].[CH3:36][C:2]1([CH3:1])[CH2:6][C:5]2([CH2:11][CH2:10][CH2:9][N:8]([CH:12]3[CH2:13][CH2:14][N:15]([C:18]([C:20]4[C:24]5[CH:25]=[CH:26][CH:27]=[CH:28][C:23]=5[S:22][C:21]=4[NH:29][C:30]([NH:32][CH2:33][CH3:34])=[O:31])=[O:19])[CH2:16][CH2:17]3)[CH2:7]2)[C:4](=[O:35])[O:3]1.